This data is from CYP2C19 inhibition data for predicting drug metabolism from PubChem BioAssay. The task is: Regression/Classification. Given a drug SMILES string, predict its absorption, distribution, metabolism, or excretion properties. Task type varies by dataset: regression for continuous measurements (e.g., permeability, clearance, half-life) or binary classification for categorical outcomes (e.g., BBB penetration, CYP inhibition). Dataset: cyp2c19_veith. (1) The result is 1 (inhibitor). The molecule is CCOC(=O)c1cc2sc(C)cc2n1CC(=O)N1CCN(C(=O)c2ccco2)CC1. (2) The molecule is COCCn1c(=O)c(-c2ccc(OC)cc2)nc2cnc(Oc3ccccc3)nc21. The result is 1 (inhibitor). (3) The compound is CCOc1ccc2nc(C)cc(C(=O)O)c2c1. The result is 0 (non-inhibitor). (4) The drug is COC(=O)N1CCC2(CCN(C(=O)Nc3ccc(OC)cc3)CC2)CC1. The result is 0 (non-inhibitor). (5) The drug is COc1cnc(NS(=O)(=O)c2ccc(N)cc2)nc1. The result is 0 (non-inhibitor). (6) The compound is CC(=O)NNC(=O)CCC(=O)Nc1ccccc1. The result is 0 (non-inhibitor).